From a dataset of Full USPTO retrosynthesis dataset with 1.9M reactions from patents (1976-2016). Predict the reactants needed to synthesize the given product. (1) Given the product [Cl:16][C:11]1[CH:12]=[C:13]2[C:8](=[CH:9][CH:10]=1)[CH:7]=[CH:6][C:5]1[CH:4]=[CH:3][C:2]([CH:27]([CH:24]3[CH2:26][CH2:25]3)[OH:28])=[CH:15][C:14]2=1, predict the reactants needed to synthesize it. The reactants are: Br[C:2]1[CH:3]=[CH:4][C:5]2[CH:6]=[CH:7][C:8]3[C:13]([C:14]=2[CH:15]=1)=[CH:12][C:11]([Cl:16])=[CH:10][CH:9]=3.C[Li].C([Li])CCC.[CH:24]1([CH:27]=[O:28])[CH2:26][CH2:25]1. (2) Given the product [NH2:3][CH:12]1[CH2:13][CH2:14][N:15]([C:18]([O:20][CH2:21][C:22]2[CH:27]=[CH:26][CH:25]=[CH:24][CH:23]=2)=[O:19])[CH2:16][CH2:17]1, predict the reactants needed to synthesize it. The reactants are: O=C1C2C(=CC=CC=2)C(=O)[N:3]1[CH:12]1[CH2:17][CH2:16][N:15]([C:18]([O:20][CH2:21][C:22]2[CH:27]=[CH:26][CH:25]=[CH:24][CH:23]=2)=[O:19])[CH2:14][CH2:13]1.O.NN. (3) Given the product [CH:2]([CH2:3][CH2:4][C:5]1[CH:13]=[C:12]([F:14])[CH:11]=[CH:10][C:6]=1[C:7]([NH2:9])=[O:8])=[O:1], predict the reactants needed to synthesize it. The reactants are: [OH:1][CH2:2][CH2:3][CH2:4][C:5]1[CH:13]=[C:12]([F:14])[CH:11]=[CH:10][C:6]=1[C:7]([NH2:9])=[O:8]. (4) Given the product [CH3:19][N:18]([CH3:20])[C:14]1[N:13]=[C:12]([N:11]2[C:22](=[O:24])[NH:1][C:2]3[CH:7]=[CH:6][CH:5]=[CH:4][C:3]=3[S:8]2(=[O:9])=[O:10])[CH:17]=[CH:16][CH:15]=1, predict the reactants needed to synthesize it. The reactants are: [NH2:1][C:2]1[CH:7]=[CH:6][CH:5]=[CH:4][C:3]=1[S:8]([NH:11][C:12]1[CH:17]=[CH:16][CH:15]=[C:14]([N:18]([CH3:20])[CH3:19])[N:13]=1)(=[O:10])=[O:9].Cl[C:22](Cl)([O:24]C(=O)OC(Cl)(Cl)Cl)Cl. (5) Given the product [CH3:26][C:16]1[CH:21]=[CH:20][C:19]([S:22]([O:8][CH2:7][CH:5]2[CH2:4][CH2:3][C@@H:2]([CH3:1])[O:6]2)(=[O:24])=[O:23])=[CH:18][CH:17]=1, predict the reactants needed to synthesize it. The reactants are: [CH3:1][C@H:2]1[O:6][CH:5]([CH2:7][OH:8])[CH2:4][CH2:3]1.C(N(CC)CC)C.[C:16]1([CH3:26])[CH:21]=[CH:20][C:19]([S:22](Cl)(=[O:24])=[O:23])=[CH:18][CH:17]=1. (6) Given the product [F:17][C:12]1[CH:13]=[CH:14][CH:15]=[C:16]2[C:11]=1[C:10]([NH2:18])=[N:9][C:8]2([C:6]1[CH:7]=[C:2]([C:36]2[CH:37]=[N:38][CH:39]=[C:34]([S:31]([CH3:30])(=[O:33])=[O:32])[CH:35]=2)[CH:3]=[CH:4][C:5]=1[F:29])[C:19]1[CH:24]=[CH:23][N:22]=[C:21]([C:25]([F:26])([F:27])[F:28])[CH:20]=1, predict the reactants needed to synthesize it. The reactants are: Br[C:2]1[CH:3]=[CH:4][C:5]([F:29])=[C:6]([C:8]2([C:19]3[CH:24]=[CH:23][N:22]=[C:21]([C:25]([F:28])([F:27])[F:26])[CH:20]=3)[C:16]3[C:11](=[C:12]([F:17])[CH:13]=[CH:14][CH:15]=3)[C:10]([NH2:18])=[N:9]2)[CH:7]=1.[CH3:30][S:31]([C:34]1[CH:35]=[C:36](B(O)O)[CH:37]=[N:38][CH:39]=1)(=[O:33])=[O:32]. (7) Given the product [Br:1][C:2]1[CH:9]=[CH:8][C:5]([CH2:6][N:20]2[CH2:19][CH2:18][N:17]([C:10]([O:12][C:13]([CH3:16])([CH3:15])[CH3:14])=[O:11])[CH2:22][CH2:21]2)=[CH:4][CH:3]=1, predict the reactants needed to synthesize it. The reactants are: [Br:1][C:2]1[CH:9]=[CH:8][C:5]([CH2:6]Br)=[CH:4][CH:3]=1.[C:10]([N:17]1[CH2:22][CH2:21][NH:20][CH2:19][CH2:18]1)([O:12][C:13]([CH3:16])([CH3:15])[CH3:14])=[O:11].C([O-])([O-])=O.[K+].[K+].O.